From a dataset of Full USPTO retrosynthesis dataset with 1.9M reactions from patents (1976-2016). Predict the reactants needed to synthesize the given product. (1) Given the product [BrH:17].[CH2:5]([O:7][C:8]([C:10]1[C:15]([CH2:16][S:3][C:2](=[NH:4])[NH2:1])=[N:14][CH:13]=[CH:12][N:11]=1)=[O:9])[CH3:6], predict the reactants needed to synthesize it. The reactants are: [NH2:1][C:2]([NH2:4])=[S:3].[CH2:5]([O:7][C:8]([C:10]1[C:15]([CH2:16][Br:17])=[N:14][CH:13]=[CH:12][N:11]=1)=[O:9])[CH3:6]. (2) Given the product [C:1]([O:5][C:6]([N:8]1[C:16]2[C:11](=[CH:12][CH:13]=[CH:14][CH:15]=2)[C:10]([CH2:17][CH:18]([N:20]([CH3:33])[S:21]([C:24]2[C:25]([CH3:32])=[CH:26][C:27]([CH3:31])=[CH:28][C:29]=2[CH3:30])(=[O:22])=[O:23])[CH3:19])=[CH:9]1)=[O:7])([CH3:4])([CH3:3])[CH3:2], predict the reactants needed to synthesize it. The reactants are: [C:1]([O:5][C:6]([N:8]1[C:16]2[C:11](=[CH:12][CH:13]=[CH:14][CH:15]=2)[C:10]([CH2:17][CH:18]([NH:20][S:21]([C:24]2[C:29]([CH3:30])=[CH:28][C:27]([CH3:31])=[CH:26][C:25]=2[CH3:32])(=[O:23])=[O:22])[CH3:19])=[CH:9]1)=[O:7])([CH3:4])([CH3:3])[CH3:2].[C:33]([O-])([O-])=O.[K+].[K+].CI.